This data is from Peptide-MHC class I binding affinity with 185,985 pairs from IEDB/IMGT. The task is: Regression. Given a peptide amino acid sequence and an MHC pseudo amino acid sequence, predict their binding affinity value. This is MHC class I binding data. (1) The peptide sequence is SLEYGANYFL. The MHC is HLA-A02:06 with pseudo-sequence HLA-A02:06. The binding affinity (normalized) is 0.349. (2) The binding affinity (normalized) is 0. The MHC is HLA-A03:01 with pseudo-sequence HLA-A03:01. The peptide sequence is AALSSLAKH. (3) The peptide sequence is MMMPMFNAF. The MHC is HLA-C07:02 with pseudo-sequence HLA-C07:02. The binding affinity (normalized) is 0.450. (4) The peptide sequence is ELAPIRVNA. The MHC is HLA-B15:01 with pseudo-sequence HLA-B15:01. The binding affinity (normalized) is 0.0847. (5) The peptide sequence is DRFFKTLRA. The MHC is HLA-A11:01 with pseudo-sequence HLA-A11:01. The binding affinity (normalized) is 0. (6) The peptide sequence is AYDHGNVIL. The MHC is HLA-B18:01 with pseudo-sequence HLA-B18:01. The binding affinity (normalized) is 0.0847. (7) The peptide sequence is SLLVAPMPT. The MHC is HLA-A02:01 with pseudo-sequence HLA-A02:01. The binding affinity (normalized) is 0.368. (8) The peptide sequence is APRARTAAF. The MHC is HLA-B40:01 with pseudo-sequence HLA-B40:01. The binding affinity (normalized) is 0.0847. (9) The peptide sequence is RYMYIYLFI. The MHC is HLA-C15:02 with pseudo-sequence HLA-C15:02. The binding affinity (normalized) is 0.0847.